Task: Predict the reactants needed to synthesize the given product.. Dataset: Full USPTO retrosynthesis dataset with 1.9M reactions from patents (1976-2016) (1) Given the product [C:1]([C:3]1[CH:8]=[CH:7][C:6]([CH:9]2[N:14]3[N:15]=[C:16]([CH2:18][O:19][CH3:20])[N:17]=[C:13]3[N:12]([C:33]3[CH:32]=[CH:31][CH:30]=[C:29]([C:28]([F:39])([F:38])[F:27])[CH:34]=3)[C:11]([CH3:21])=[C:10]2[C:22]#[N:23])=[CH:5][CH:4]=1)#[N:2], predict the reactants needed to synthesize it. The reactants are: [C:1]([C:3]1[CH:8]=[CH:7][C:6]([CH:9]2[N:14]3[N:15]=[C:16]([CH2:18][O:19][CH3:20])[N:17]=[C:13]3[NH:12][C:11]([CH3:21])=[C:10]2[C:22]#[N:23])=[CH:5][CH:4]=1)#[N:2].ClCCl.[F:27][C:28]([F:39])([F:38])[C:29]1[CH:30]=[C:31](B(O)O)[CH:32]=[CH:33][CH:34]=1.C(N(CC)CC)C. (2) Given the product [F:34][C:2]([F:33])([F:1])[C:3]1[CH:4]=[C:5]([CH:6]=[C:7]([C:9]([F:10])([F:11])[F:12])[CH:8]=1)[C:13]([N:15]1[CH2:20][CH2:19][C@H:18]([N:21]2[CH2:26][CH2:25][N:24]([C:42](=[O:44])[CH3:43])[CH2:23][CH2:22]2)[C@H:17]([C:27]2[CH:32]=[CH:31][CH:30]=[CH:29][CH:28]=2)[CH2:16]1)=[O:14], predict the reactants needed to synthesize it. The reactants are: [F:1][C:2]([F:34])([F:33])[C:3]1[CH:4]=[C:5]([C:13]([N:15]2[CH2:20][CH2:19][C@H:18]([N:21]3[CH2:26][CH2:25][NH:24][CH2:23][CH2:22]3)[C@H:17]([C:27]3[CH:32]=[CH:31][CH:30]=[CH:29][CH:28]=3)[CH2:16]2)=[O:14])[CH:6]=[C:7]([C:9]([F:12])([F:11])[F:10])[CH:8]=1.C(N(CC)CC)C.[C:42](Cl)(=[O:44])[CH3:43]. (3) Given the product [F:11][C:12]1[C:17]([CH:18]([OH:19])[C:10]2[C:3]3[C:2]([O:33][CH3:31])=[N:7][CH:6]=[N:5][C:4]=3[NH:8][CH:9]=2)=[C:16]([F:20])[CH:15]=[CH:14][C:13]=1[NH:21][S:22]([CH2:25][CH2:26][CH3:27])(=[O:24])=[O:23], predict the reactants needed to synthesize it. The reactants are: Cl[C:2]1[C:3]2[CH:10]=[CH:9][NH:8][C:4]=2[N:5]=[CH:6][N:7]=1.[F:11][C:12]1[C:17]([CH:18]=[O:19])=[C:16]([F:20])[CH:15]=[CH:14][C:13]=1[NH:21][S:22]([CH2:25][CH2:26][CH3:27])(=[O:24])=[O:23].[OH-].[K+].Cl.[C:31](OCC)(=[O:33])C. (4) The reactants are: [C:1]([NH:9][NH:10][C:11](=[O:19])[C:12]1[CH:17]=[CH:16][C:15]([Br:18])=[CH:14][CH:13]=1)(=O)[C:2]1[CH:7]=[CH:6][CH:5]=[CH:4][CH:3]=1. Given the product [Br:18][C:15]1[CH:14]=[CH:13][C:12]([C:11]2[O:19][C:1]([C:2]3[CH:3]=[CH:4][CH:5]=[CH:6][CH:7]=3)=[N:9][N:10]=2)=[CH:17][CH:16]=1, predict the reactants needed to synthesize it. (5) Given the product [CH:18]1([CH2:17][NH:16][C:14]([C:11]2[CH:12]=[CH:13][C:8]([C:6]3[C:5]([CH3:21])=[CH:4][CH:3]=[C:2]([NH:1][C:27]([CH:23]4[CH2:24][CH2:25][CH2:26][O:22]4)=[O:28])[CH:7]=3)=[CH:9][CH:10]=2)=[O:15])[CH2:20][CH2:19]1, predict the reactants needed to synthesize it. The reactants are: [NH2:1][C:2]1[CH:3]=[CH:4][C:5]([CH3:21])=[C:6]([C:8]2[CH:13]=[CH:12][C:11]([C:14]([NH:16][CH2:17][CH:18]3[CH2:20][CH2:19]3)=[O:15])=[CH:10][CH:9]=2)[CH:7]=1.[O:22]1[CH2:26][CH2:25][CH2:24][CH:23]1[C:27](O)=[O:28]. (6) Given the product [OH:38][CH:30]1[CH2:31][C:32]2[C:37](=[CH:36][CH:35]=[CH:34][CH:33]=2)[CH:29]1[NH:28][C:27]([CH:22]([NH:21][C:20]([N:15]1[CH2:16][CH:17]([NH:19][C:51]([C:52]2[CH:53]=[N:54][CH:55]=[CH:56][CH:57]=2)=[O:58])[CH2:18][CH:14]1[C:12]([NH:11][C:6]1([C:4]([OH:3])=[O:5])[CH2:8][CH:7]1[CH:9]=[CH2:10])=[O:13])=[O:40])[C:23]([CH3:26])([CH3:24])[CH3:25])=[O:39], predict the reactants needed to synthesize it. The reactants are: C([O:3][C:4]([C:6]1([NH:11][C:12]([CH:14]2[CH2:18][CH:17]([NH2:19])[CH2:16][N:15]2[C:20](=[O:40])[NH:21][CH:22]([C:27](=[O:39])[NH:28][CH:29]2[C:37]3[C:32](=[CH:33][CH:34]=[CH:35][CH:36]=3)[CH2:31][CH:30]2[OH:38])[C:23]([CH3:26])([CH3:25])[CH3:24])=[O:13])[CH2:8][CH:7]1[CH:9]=[CH2:10])=[O:5])C.CCN(C(C)C)C(C)C.Cl.[C:51](Cl)(=[O:58])[C:52]1[CH:57]=[CH:56][CH:55]=[N:54][CH:53]=1.C(O)C(N)(CO)CO.[Li+].[OH-]. (7) Given the product [F:11][C:9]1[N:8]=[C:7]2[C:3]([N:4]=[CH:5][NH:6]2)=[C:2]([NH:20][C:19]2[C:15]([O:14][CH3:13])=[N:16][N:17]([CH3:21])[CH:18]=2)[N:10]=1, predict the reactants needed to synthesize it. The reactants are: Cl[C:2]1[N:10]=[C:9]([F:11])[N:8]=[C:7]2[C:3]=1[N:4]=[CH:5][NH:6]2.Cl.[CH3:13][O:14][C:15]1[C:19]([NH2:20])=[CH:18][N:17]([CH3:21])[N:16]=1.C(N(CC)C(C)C)(C)C. (8) The reactants are: C1(P(C2C=CC=CC=2)C2C=CC=CC=2)C=CC=CC=1.N1C=CN=C1.[I:25]I.[C:27]([O:31][C:32]([NH:34][CH2:35][CH2:36][CH2:37][CH2:38]O)=[O:33])([CH3:30])([CH3:29])[CH3:28]. Given the product [C:27]([O:31][C:32]([NH:34][CH2:35][CH2:36][CH2:37][CH2:38][I:25])=[O:33])([CH3:30])([CH3:29])[CH3:28], predict the reactants needed to synthesize it. (9) Given the product [CH:15]1([C:31]2[C:32]([O:45][CH2:46][C:47]3([C:50]([F:53])([F:52])[F:51])[CH2:49][CH2:48]3)=[CH:33][C:34]([F:44])=[C:35]([CH:43]=2)[C:36]([NH:38][S:39]([CH3:42])(=[O:41])=[O:40])=[O:37])[CH2:10][CH2:9]1, predict the reactants needed to synthesize it. The reactants are: N1(S(N[C:9](=O)[C:10]2[CH:15]=C(Cl)C(OCC3(C(F)(F)F)CCCC3)=CC=2F)(=O)=O)CCC1.Cl[C:31]1[C:32]([O:45][CH2:46][C:47]2([C:50]([F:53])([F:52])[F:51])[CH2:49][CH2:48]2)=[CH:33][C:34]([F:44])=[C:35]([CH:43]=1)[C:36]([NH:38][S:39]([CH3:42])(=[O:41])=[O:40])=[O:37].